From a dataset of Forward reaction prediction with 1.9M reactions from USPTO patents (1976-2016). Predict the product of the given reaction. (1) Given the reactants [Br:1][C:2]1[CH:3]=[C:4]2[C:9](=[CH:10][CH:11]=1)[CH:8]=[C:7]([NH2:12])[CH:6]=[CH:5]2.[B-](F)(F)(F)[F:14].[B-](F)(F)(F)F.C1[N+]2(O)CC[N+](F)(CC2)C1, predict the reaction product. The product is: [Br:1][C:2]1[CH:3]=[C:4]2[C:9](=[CH:10][CH:11]=1)[C:8]([F:14])=[C:7]([NH2:12])[CH:6]=[CH:5]2. (2) Given the reactants [CH2:1]([C:3]1[C:10]([O:11][CH3:12])=[CH:9][CH:8]=[C:7]([CH2:13][CH3:14])[C:4]=1[CH:5]=O)[CH3:2].[C:15](Br)(Br)([Br:17])[Br:16].C1(P(C2C=CC=CC=2)C2C=CC=CC=2)C=CC=CC=1, predict the reaction product. The product is: [Br:16][C:15]([Br:17])=[CH:5][C:4]1[C:3]([CH2:1][CH3:2])=[C:10]([O:11][CH3:12])[CH:9]=[CH:8][C:7]=1[CH2:13][CH3:14]. (3) Given the reactants Cl[C:2]1[C:7]([N:8]2[CH2:13][CH2:12][O:11][CH2:10][CH2:9]2)=[CH:6][CH:5]=[CH:4][N:3]=1.[S:14]1[C:18]2[CH:19]=[CH:20][CH:21]=[CH:22][C:17]=2[N:16]=[C:15]1[NH:23][C:24]1[CH:29]=[CH:28][C:27]([OH:30])=[CH:26][CH:25]=1.C(=O)([O-])[O-].[Cs+].[Cs+], predict the reaction product. The product is: [O:11]1[CH2:12][CH2:13][N:8]([C:7]2[C:2]([O:30][C:27]3[CH:26]=[CH:25][C:24]([NH:23][C:15]4[S:14][C:18]5[CH:19]=[CH:20][CH:21]=[CH:22][C:17]=5[N:16]=4)=[CH:29][CH:28]=3)=[N:3][CH:4]=[CH:5][CH:6]=2)[CH2:9][CH2:10]1.